Dataset: Forward reaction prediction with 1.9M reactions from USPTO patents (1976-2016). Task: Predict the product of the given reaction. (1) Given the reactants [CH3:1][O:2][C:3]([C:5]1[CH:10]=[CH:9][CH:8]=[C:7]([C:11]2[CH:12]=[N:13][NH:14][CH:15]=2)[N:6]=1)=[O:4].C(OC([NH:23][CH2:24][CH2:25][CH2:26][CH2:27][CH2:28][CH2:29]OS(C)(=O)=O)=O)(C)(C)C.C([O-])([O-])=O.[Cs+].[Cs+], predict the reaction product. The product is: [CH3:1][O:2][C:3]([C:5]1[CH:10]=[CH:9][CH:8]=[C:7]([C:11]2[CH:15]=[N:14][N:13]([CH2:29][CH2:28][CH2:27][CH2:26][CH2:25][CH2:24][NH2:23])[CH:12]=2)[N:6]=1)=[O:4]. (2) The product is: [Cl:15][C:9]1[CH:8]=[CH:7][N:6]=[C:5]2[NH:1][CH:2]=[CH:3][C:4]=12. Given the reactants [NH:1]1[C:5]2=[N+:6]([O-])[CH:7]=[CH:8][CH:9]=[C:4]2[CH:3]=[CH:2]1.CS([Cl:15])(=O)=O.[OH-].[Na+], predict the reaction product. (3) The product is: [CH:25]1([C:2]2[C:7]3[C:8](=[O:24])[N:9]4[CH2:16][CH2:15][N:14]([C:17]([O:19][C:20]([CH3:23])([CH3:22])[CH3:21])=[O:18])[CH2:13][CH:10]4[CH2:11][O:12][C:6]=3[CH:5]=[CH:4][CH:3]=2)[CH2:27][CH2:26]1. Given the reactants Br[C:2]1[C:7]2[C:8](=[O:24])[N:9]3[CH2:16][CH2:15][N:14]([C:17]([O:19][C:20]([CH3:23])([CH3:22])[CH3:21])=[O:18])[CH2:13][CH:10]3[CH2:11][O:12][C:6]=2[CH:5]=[CH:4][CH:3]=1.[CH:25]1(B(O)O)[CH2:27][CH2:26]1.C(=O)([O-])[O-].[K+].[K+].O, predict the reaction product. (4) Given the reactants [Cl:1][C:2]1[CH:3]=[C:4]([CH2:8][N:9](C(=O)C(F)(F)F)[C:10]2[CH:19]=[C:18]([C:20]3[C:29]4[C:24](=[CH:25][C:26]([O:35][CH2:36][CH3:37])=[C:27]5[O:32][C:31]([CH3:34])([CH3:33])[CH2:30][C:28]5=4)[CH2:23][C:22]([CH3:39])([CH3:38])[N:21]=3)[CH:17]=[CH:16][C:11]=2[C:12]([O:14][CH3:15])=[O:13])[CH:5]=[CH:6][CH:7]=1.C(=O)([O-])[O-].[K+].[K+], predict the reaction product. The product is: [Cl:1][C:2]1[CH:3]=[C:4]([CH2:8][NH:9][C:10]2[CH:19]=[C:18]([C:20]3[C:29]4[C:24](=[CH:25][C:26]([O:35][CH2:36][CH3:37])=[C:27]5[O:32][C:31]([CH3:34])([CH3:33])[CH2:30][C:28]5=4)[CH2:23][C:22]([CH3:38])([CH3:39])[N:21]=3)[CH:17]=[CH:16][C:11]=2[C:12]([O:14][CH3:15])=[O:13])[CH:5]=[CH:6][CH:7]=1.